From a dataset of Full USPTO retrosynthesis dataset with 1.9M reactions from patents (1976-2016). Predict the reactants needed to synthesize the given product. (1) Given the product [C:39]([C:9]1[C:10]([C:29]2[CH:30]=[CH:31][C:32]([C:33]([O:35][CH3:36])=[O:34])=[CH:37][CH:38]=2)=[N:11][C:12]2[N:13]([N:14]=[CH:15][C:16]=2[C:17]2[CH:18]=[N:19][C:20]([C:23]3[CH:28]=[CH:27][CH:26]=[CH:25][CH:24]=3)=[CH:21][CH:22]=2)[C:8]=1[NH2:7])(=[O:41])[CH3:40], predict the reactants needed to synthesize it. The reactants are: C[Si](C)(C)CCOC[N:7](COCC[Si](C)(C)C)[C:8]1[N:13]2[N:14]=[CH:15][C:16]([C:17]3[CH:18]=[N:19][C:20]([C:23]4[CH:28]=[CH:27][CH:26]=[CH:25][CH:24]=4)=[CH:21][CH:22]=3)=[C:12]2[N:11]=[C:10]([C:29]2[CH:38]=[CH:37][C:32]([C:33]([O:35][CH3:36])=[O:34])=[CH:31][CH:30]=2)[C:9]=1[C:39]([O:41]CC)=[CH2:40].Cl. (2) The reactants are: S([N:11]1[C:15]2=[N:16][CH:17]=[C:18]([NH:20][C:21]3[N:37]=[C:24]4[CH:25]=[CH:26][CH:27]=[C:28]([CH2:29][N:30]5[CH2:35][CH2:34][NH:33][C:32](=[O:36])[CH2:31]5)[N:23]4[N:22]=3)[CH:19]=[C:14]2[CH:13]=[CH:12]1)(C1C=CC(C)=CC=1)(=O)=O.C1(P(C2C=CC=CC=2)C2C3OC4C(=CC=CC=4P(C4C=CC=CC=4)C4C=CC=CC=4)C(C)(C)C=3C=CC=2)C=CC=CC=1.BrC1C=C2C=CN(S(C3C=CC(C)=CC=3)(=O)=O)C2=NC=1.C(=O)([O-])[O-].[Cs+].[Cs+]. Given the product [NH:11]1[C:15]2=[N:16][CH:17]=[C:18]([NH:20][C:21]3[N:37]=[C:24]4[CH:25]=[CH:26][CH:27]=[C:28]([CH2:29][N:30]5[CH2:35][CH2:34][NH:33][C:32](=[O:36])[CH2:31]5)[N:23]4[N:22]=3)[CH:19]=[C:14]2[CH:13]=[CH:12]1, predict the reactants needed to synthesize it. (3) Given the product [Br:1][C:2]1[CH:10]=[CH:9][C:5]([C:6]([NH:23][CH:20]2[CH2:21][CH2:22][CH:17]([N:16]([CH3:24])[CH3:15])[CH2:18][CH2:19]2)=[O:8])=[CH:4][C:3]=1[C:11]([F:14])([F:13])[F:12], predict the reactants needed to synthesize it. The reactants are: [Br:1][C:2]1[CH:10]=[CH:9][C:5]([C:6]([OH:8])=O)=[CH:4][C:3]=1[C:11]([F:14])([F:13])[F:12].[CH3:15][N:16]([CH3:24])[CH:17]1[CH2:22][CH2:21][CH:20]([NH2:23])[CH2:19][CH2:18]1.C(N(CC)C(C)C)(C)C.F[P-](F)(F)(F)(F)F.CN(C(ON1C2=NC=CC=C2N=N1)=[N+](C)C)C. (4) Given the product [CH3:26][O:25][CH2:24][CH2:23][O:22][CH2:21][CH2:20][O:19][CH2:18][CH2:17][O:16][C@H:13]1[CH2:14][CH2:15][N:11]([CH2:9][CH:8]([C:27]2[CH:28]=[CH:29][C:30]([NH:33][CH2:34][CH2:35][O:36][CH3:37])=[CH:31][CH:32]=2)[NH:7][CH3:6])[CH2:12]1, predict the reactants needed to synthesize it. The reactants are: C(O[C:6](=O)[NH:7][CH:8]([C:27]1[CH:32]=[CH:31][C:30]([NH:33][CH2:34][CH2:35][O:36][CH3:37])=[CH:29][CH:28]=1)[C:9]([N:11]1[CH2:15][CH2:14][C@H:13]([O:16][CH2:17][CH2:18][O:19][CH2:20][CH2:21][O:22][CH2:23][CH2:24][O:25][CH3:26])[CH2:12]1)=O)(C)(C)C.[H-].[Al+3].[Li+].[H-].[H-].[H-].C(=O)([O-])[O-].[Na+].[Na+]. (5) Given the product [C:1]([C:3]([C:11]1[S:12][CH:13]=[CH:14][CH:15]=1)([CH:8]([CH3:10])[CH3:9])[CH2:4][CH2:5][CH2:6][N:29]1[CH2:30][CH2:31][N:26]([CH2:25][CH2:24][O:23][C:19]2[CH:20]=[N:21][CH:22]=[C:17]([Cl:16])[CH:18]=2)[CH2:27][CH2:28]1)#[N:2], predict the reactants needed to synthesize it. The reactants are: [C:1]([C:3]([C:11]1[S:12][CH:13]=[CH:14][CH:15]=1)([CH:8]([CH3:10])[CH3:9])[CH2:4][CH2:5][CH2:6]I)#[N:2].[Cl:16][C:17]1[CH:18]=[C:19]([O:23][CH2:24][CH2:25][N:26]2[CH2:31][CH2:30][NH:29][CH2:28][CH2:27]2)[CH:20]=[N:21][CH:22]=1. (6) Given the product [CH3:58][C:59]1[CH:64]=[CH:63][C:62]([C:27]2[CH:28]=[C:29]([C:30]([O:32][CH3:33])=[O:31])[CH:34]=[C:35]([C:3]([CH3:8])=[CH2:4])[N:36]=2)=[CH:61][CH:60]=1, predict the reactants needed to synthesize it. The reactants are: CO[C:3]1[CH:8]=CC=C[C:4]=1P(C1C=CC=CC=1OC)C1C=CC=CC=1OC.Cl[C:27]1[CH:28]=[C:29]([CH:34]=[C:35](Cl)[N:36]=1)[C:30]([O:32][CH3:33])=[O:31].P([O-])([O-])([O-])=O.[K+].[K+].[K+].C(B1OC(C)(C)C(C)(C)O1)(C)=C.[CH3:58][C:59]1[CH:64]=[CH:63][C:62](B(O)O)=[CH:61][CH:60]=1.C([O-])(O)=O.[Na+].